From a dataset of Reaction yield outcomes from USPTO patents with 853,638 reactions. Predict the reaction yield, written as a fraction of the theoretical maximum amount of product (1.0 means a 100% yield; for example, 0.34 means a 34% yield). (1) The yield is 0.460. The catalyst is CS(C)=O.O.CCOC(C)=O.CO.C(Cl)Cl. The reactants are [Cl:1][C:2]1[C:3]([C:12]2[C:17]([CH3:18])=[CH:16][CH:15]=[CH:14][N:13]=2)=[N:4][C:5](S(C)(=O)=O)=[N:6][CH:7]=1.ClC1C(C2C(C)=CC=CN=2)=NC(S(C)=O)=NC=1.[CH3:36][S:37]([CH2:40][CH:41]1[CH2:46][CH2:45][NH:44][CH2:43][CH2:42]1)(=[O:39])=[O:38].[F-].[Cs+]. The product is [Cl:1][C:2]1[C:3]([C:12]2[C:17]([CH3:18])=[CH:16][CH:15]=[CH:14][N:13]=2)=[N:4][C:5]([N:44]2[CH2:45][CH2:46][CH:41]([CH2:40][S:37]([CH3:36])(=[O:39])=[O:38])[CH2:42][CH2:43]2)=[N:6][CH:7]=1. (2) The reactants are CI.[OH:3][C:4]1[CH:5]=[C:6]([NH:10][C:11](=[O:16])[C:12]([CH3:15])([CH3:14])[CH3:13])[CH:7]=[CH:8][CH:9]=1.[C:17](=O)([O-])[O-].[K+].[K+]. The catalyst is CC(C)=O. The product is [CH3:17][O:3][C:4]1[CH:5]=[C:6]([NH:10][C:11](=[O:16])[C:12]([CH3:13])([CH3:15])[CH3:14])[CH:7]=[CH:8][CH:9]=1. The yield is 0.910. (3) The product is [C:2]([CH2:3][CH2:4][C:5]1[CH:9]=[C:8]([CH2:10][NH:11][C:12]([C:14]2[C:15](=[O:37])[N:16]([C:27]3[CH:32]=[CH:31][CH:30]=[C:29]([C:33]([F:35])([F:34])[F:36])[CH:28]=3)[C:17]([CH3:26])=[C:18]([C:20]3[N:24]([CH3:25])[N:23]=[CH:22][CH:21]=3)[CH:19]=2)=[O:13])[O:7][N:6]=1)#[N:1]. The reactants are [NH2:1][C:2](=O)[CH2:3][CH2:4][C:5]1[CH:9]=[C:8]([CH2:10][NH:11][C:12]([C:14]2[C:15](=[O:37])[N:16]([C:27]3[CH:32]=[CH:31][CH:30]=[C:29]([C:33]([F:36])([F:35])[F:34])[CH:28]=3)[C:17]([CH3:26])=[C:18]([C:20]3[N:24]([CH3:25])[N:23]=[CH:22][CH:21]=3)[CH:19]=2)=[O:13])[O:7][N:6]=1. The catalyst is C(Cl)Cl. The yield is 0.750. (4) The reactants are [Br:1][C:2]1[CH:28]=[CH:27][C:5]([O:6][C:7]2[C:8]3[CH:24]=[CH:23][C:22]([O:25][CH3:26])=[CH:21][C:9]=3[S:10](=O)[C:11]=2[C:12]2[CH:17]=[CH:16][C:15]([O:18][CH3:19])=[CH:14][CH:13]=2)=[CH:4][CH:3]=1.[H-].[H-].[H-].[H-].[Li+].[Al+3].OS([O-])(=O)=O.[Na+]. The catalyst is C1COCC1. The product is [Br:1][C:2]1[CH:28]=[CH:27][C:5]([O:6][C:7]2[C:8]3[CH:24]=[CH:23][C:22]([O:25][CH3:26])=[CH:21][C:9]=3[S:10][C:11]=2[C:12]2[CH:13]=[CH:14][C:15]([O:18][CH3:19])=[CH:16][CH:17]=2)=[CH:4][CH:3]=1. The yield is 0.910. (5) The reactants are [Cl:1][C:2]1[C:3]2[N:4]([C:8]([CH:11]3[CH2:19][CH2:18][CH:17]4[N:13]([C:14](=[O:22])[C:15]([CH3:21])([CH3:20])[CH2:16]4)[CH2:12]3)=[N:9][CH:10]=2)[CH:5]=[CH:6][N:7]=1.C1C(=O)N([Br:30])C(=O)C1.O. The catalyst is CN(C=O)C. The product is [Br:30][C:10]1[N:9]=[C:8]([CH:11]2[CH2:19][CH2:18][CH:17]3[N:13]([C:14](=[O:22])[C:15]([CH3:20])([CH3:21])[CH2:16]3)[CH2:12]2)[N:4]2[CH:5]=[CH:6][N:7]=[C:2]([Cl:1])[C:3]=12. The yield is 0.799. (6) The reactants are [CH3:1][N:2]([S:15]([C:18]1[S:19][CH:20]=[CH:21][CH:22]=1)(=[O:17])=[O:16])[C:3]1[CH:4]=[CH:5][CH:6]=[C:7]2[C:11]=1[NH:10][C:9]([C:12](=[S:14])[NH2:13])=[CH:8]2.Br[CH:24]([CH:27]=O)[CH:25]=[O:26].CN(C)C(=O)C. The catalyst is O. The product is [OH:26][CH2:25][C:24]1[S:14][C:12]([C:9]2[NH:10][C:11]3[C:7]([CH:8]=2)=[CH:6][CH:5]=[CH:4][C:3]=3[N:2]([CH3:1])[S:15]([C:18]2[S:19][CH:20]=[CH:21][CH:22]=2)(=[O:17])=[O:16])=[N:13][CH:27]=1. The yield is 0.390. (7) The reactants are [H-].[Na+].[CH3:3][N:4]1[C:12]2[CH:11]=[CH:10][CH:9]=[CH:8][C:7]=2[C:6]2[C:13]([C:18]([O:20][CH2:21][CH3:22])=[O:19])=[N:14][NH:15][C:16](=[O:17])[C:5]1=2.[CH2:23](Br)[C:24]1[CH:29]=[CH:28][CH:27]=[CH:26][CH:25]=1. The catalyst is C1COCC1. The product is [CH2:23]([N:15]1[C:16](=[O:17])[C:5]2[N:4]([CH3:3])[C:12]3[CH:11]=[CH:10][CH:9]=[CH:8][C:7]=3[C:6]=2[C:13]([C:18]([O:20][CH2:21][CH3:22])=[O:19])=[N:14]1)[C:24]1[CH:29]=[CH:28][CH:27]=[CH:26][CH:25]=1. The yield is 0.530. (8) The reactants are [CH3:1][NH:2][C:3]([C@@H:5]1[CH2:9][CH2:8][CH2:7][C@@H:6]1[NH:10][C:11]1[C:16]([Cl:17])=[CH:15][N:14]=[C:13](Cl)[N:12]=1)=[O:4].[CH3:19][O:20][CH2:21][CH2:22][N:23]1[CH2:29][CH2:28][C:27]2[CH:30]=[C:31]([NH2:34])[CH:32]=[CH:33][C:26]=2[CH2:25][CH2:24]1.C12(CS(O)(=O)=O)C(C)(C)C(CC1)CC2=O. The catalyst is C(O)(C)C. The product is [CH3:1][NH:2][C:3]([C@@H:5]1[CH2:9][CH2:8][CH2:7][C@@H:6]1[NH:10][C:11]1[C:16]([Cl:17])=[CH:15][N:14]=[C:13]([NH:34][C:31]2[CH:32]=[CH:33][C:26]3[CH2:25][CH2:24][N:23]([CH2:22][CH2:21][O:20][CH3:19])[CH2:29][CH2:28][C:27]=3[CH:30]=2)[N:12]=1)=[O:4]. The yield is 0.530. (9) The reactants are C1(C)C=CC(S(O)(=O)=O)=CC=1.[CH3:12][O:13][C:14](=[O:24])[C:15]1[CH:20]=[CH:19][C:18]([O:21][CH3:22])=[C:17]([NH2:23])[CH:16]=1.[F:25][C:26]1[CH:33]=[CH:32][C:29]([C:30]#[N:31])=[CH:28][CH:27]=1.C([O-])(O)=O.[Na+]. No catalyst specified. The product is [CH3:12][O:13][C:14](=[O:24])[C:15]1[CH:20]=[CH:19][C:18]([O:21][CH3:22])=[C:17]([NH:23][C:30](=[NH:31])[C:29]2[CH:32]=[CH:33][C:26]([F:25])=[CH:27][CH:28]=2)[CH:16]=1. The yield is 0.680.